From a dataset of Catalyst prediction with 721,799 reactions and 888 catalyst types from USPTO. Predict which catalyst facilitates the given reaction. (1) Product: [C:36]([O:35][CH2:34][CH3:33])(=[O:37])[C:38]1[CH:9]=[CH:10][CH:4]=[CH:5][CH:6]=1. The catalyst class is: 14. Reactant: S(OC(P(=O)(OCC)OCC)[C:4]1[CH:10]=[CH:9]C=[CH:6][CH:5]=1)([C:4]1[CH:10]=[CH:9]C(C)=[CH:6][CH:5]=1)(=O)=O.[O-]CC.[Na+].[NH4+].[Cl-].[CH3:33][CH2:34][O:35][C:36]([CH3:38])=[O:37].CCCCCC. (2) Reactant: [Br:1][C:2]1[CH:7]=[CH:6][C:5]([OH:8])=[CH:4][CH:3]=1.[OH-].[Na+].[CH2:11](Br)[CH2:12][CH2:13][CH2:14][CH2:15][CH2:16][CH2:17][CH2:18][CH2:19][CH3:20].O. Product: [CH2:11]([O:8][C:5]1[CH:6]=[CH:7][C:2]([Br:1])=[CH:3][CH:4]=1)[CH2:12][CH2:13][CH2:14][CH2:15][CH2:16][CH2:17][CH2:18][CH2:19][CH3:20]. The catalyst class is: 8.